This data is from Full USPTO retrosynthesis dataset with 1.9M reactions from patents (1976-2016). The task is: Predict the reactants needed to synthesize the given product. Given the product [CH3:1][O:2][C:3]1[C:8]2[N:9]=[C:10]([NH:12][C:26]([C:28]3[N:29]([CH3:39])[C:30]([CH2:33][N:34]4[CH2:38][CH2:37][CH2:36][CH2:35]4)=[N:31][CH:32]=3)=[O:25])[S:11][C:7]=2[C:6]([N:13]2[CH2:18][CH2:17][O:16][CH2:15][CH2:14]2)=[CH:5][CH:4]=1, predict the reactants needed to synthesize it. The reactants are: [CH3:1][O:2][C:3]1[C:8]2[N:9]=[C:10]([NH2:12])[S:11][C:7]=2[C:6]([N:13]2[CH2:18][CH2:17][O:16][CH2:15][CH2:14]2)=[CH:5][CH:4]=1.C1([O:25][C:26]([C:28]2[N:29]([CH3:39])[C:30]([CH2:33][N:34]3[CH2:38][CH2:37][CH2:36][CH2:35]3)=[N:31][CH:32]=2)=O)C=CC=CC=1.